From a dataset of Forward reaction prediction with 1.9M reactions from USPTO patents (1976-2016). Predict the product of the given reaction. (1) Given the reactants Cl.[F:2][C:3]1[CH:4]=[CH:5][C:6]2[N:7]([C:9]([C:12](=[NH:14])[NH2:13])=[CH:10][N:11]=2)[CH:8]=1.[F:15][CH:16]([C:22](OCC)=[O:23])[C:17](OCC)=[O:18].FC1C=CC2N(C(C3N=C(O)C=C(O)N=3)=CN=2)C=1, predict the reaction product. The product is: [F:15][C:16]1[C:17]([OH:18])=[N:14][C:12]([C:9]2[N:7]3[CH:8]=[C:3]([F:2])[CH:4]=[CH:5][C:6]3=[N:11][CH:10]=2)=[N:13][C:22]=1[OH:23]. (2) Given the reactants Br[C:2]1[CH:7]=[CH:6][CH:5]=[CH:4][C:3]=1[S:8][CH2:9][C:10]([N:12]([CH:22]([CH3:24])[CH3:23])[NH:13][C:14](=[O:21])[C:15]1[CH:20]=[CH:19][CH:18]=[CH:17][CH:16]=1)=[O:11].C([O-])([O-])=O.[Na+].[Na+].[F:31][C:32]1[CH:33]=[C:34](B(O)O)[CH:35]=[CH:36][CH:37]=1, predict the reaction product. The product is: [F:31][C:32]1[CH:37]=[C:36]([C:2]2[CH:7]=[CH:6][CH:5]=[CH:4][C:3]=2[S:8][CH2:9][C:10]([N:12]([CH:22]([CH3:24])[CH3:23])[NH:13][C:14](=[O:21])[C:15]2[CH:20]=[CH:19][CH:18]=[CH:17][CH:16]=2)=[O:11])[CH:35]=[CH:34][CH:33]=1. (3) Given the reactants Br[C:2]1[CH:9]=[CH:8][C:5]([CH:6]=[O:7])=[C:4]([O:10][CH3:11])[CH:3]=1.CNCCNC.[CH3:18][N:19]1[CH2:24][CH2:23][NH:22][C:21](=[O:25])[CH2:20]1.C([O-])([O-])=O.[Cs+].[Cs+], predict the reaction product. The product is: [CH3:11][O:10][C:4]1[CH:3]=[C:2]([N:22]2[CH2:23][CH2:24][N:19]([CH3:18])[CH2:20][C:21]2=[O:25])[CH:9]=[CH:8][C:5]=1[CH:6]=[O:7]. (4) Given the reactants [Cl:1][C:2]1[CH:3]=[C:4]([C:22]2[CH:27]=[CH:26][C:25]([C:28]([OH:30])=O)=[CH:24][CH:23]=2)[CH:5]=[C:6]([Cl:21])[C:7]=1[CH2:8][CH:9]1[CH2:13][CH2:12][N:11]([CH:14]2[CH2:19][CH2:18][CH2:17][CH2:16][CH2:15]2)[C:10]1=[O:20].C(N1C=CN=C1)(N1C=CN=C1)=O.C(OC(=O)[NH:49][CH:50]1[CH2:55][CH2:54][CH2:53][CH:52]([NH2:56])[CH2:51]1)(C)(C)C.C(OC(=O)NC1CCCN(C(C2C=CC(C3C=C(Cl)C(CC4CCN(C5CCCCC5)C4=O)=C(Cl)C=3)=CC=2)=O)C1)(C)(C)C.Cl.O1CCOCC1, predict the reaction product. The product is: [NH2:49][CH:50]1[CH2:55][CH2:54][CH2:53][CH:52]([NH:56][C:28]([C:25]2[CH:24]=[CH:23][C:22]([C:4]3[CH:3]=[C:2]([Cl:1])[C:7]([CH2:8][CH:9]4[CH2:13][CH2:12][N:11]([CH:14]5[CH2:15][CH2:16][CH2:17][CH2:18][CH2:19]5)[C:10]4=[O:20])=[C:6]([Cl:21])[CH:5]=3)=[CH:27][CH:26]=2)=[O:30])[CH2:51]1.